Dataset: Full USPTO retrosynthesis dataset with 1.9M reactions from patents (1976-2016). Task: Predict the reactants needed to synthesize the given product. (1) Given the product [CH3:34][O:33][C:26]1[CH:27]=[C:28]([O:31][CH3:32])[CH:29]=[CH:30][C:25]=1[C:21]1[CH:22]=[CH:23][CH:24]=[C:19]([C:17]([NH:16][C:12]2[CH:11]=[C:10]([C:7]3[S:6][C:5]([CH2:4][C:3]([OH:35])=[O:2])=[CH:9][CH:8]=3)[CH:15]=[CH:14][CH:13]=2)=[O:18])[CH:20]=1, predict the reactants needed to synthesize it. The reactants are: C[O:2][C:3](=[O:35])[CH2:4][C:5]1[S:6][C:7]([C:10]2[CH:15]=[CH:14][CH:13]=[C:12]([NH:16][C:17]([C:19]3[CH:20]=[C:21]([C:25]4[CH:30]=[CH:29][C:28]([O:31][CH3:32])=[CH:27][C:26]=4[O:33][CH3:34])[CH:22]=[CH:23][CH:24]=3)=[O:18])[CH:11]=2)=[CH:8][CH:9]=1.[Li+].[OH-].Cl. (2) The reactants are: C(N)C1C=CC=CC=1.[F:9][C:10]1[CH:17]=[CH:16][C:13]([CH2:14][NH2:15])=[CH:12][CH:11]=1.[CH:18]1([CH2:21][N:22]2[CH2:26][CH2:25][N:24]([C:27]3[CH:28]=[C:29]([CH:34]=[CH:35][N:36]=3)[C:30](OC)=[O:31])[C:23]2=[O:37])[CH2:20][CH2:19]1. Given the product [CH:18]1([CH2:21][N:22]2[CH2:26][CH2:25][N:24]([C:27]3[CH:28]=[C:29]([CH:34]=[CH:35][N:36]=3)[C:30]([NH:15][CH2:14][C:13]3[CH:16]=[CH:17][C:10]([F:9])=[CH:11][CH:12]=3)=[O:31])[C:23]2=[O:37])[CH2:20][CH2:19]1, predict the reactants needed to synthesize it. (3) The reactants are: [F:1][C:2]1[CH:10]=[C:9]([F:11])[CH:8]=[CH:7][C:3]=1[C:4](Cl)=[O:5].[NH2:12][C:13]1[CH:14]=[C:15]([S:19]([NH2:22])(=[O:21])=[O:20])[CH:16]=[CH:17][CH:18]=1.N1C=CC=CC=1. Given the product [F:1][C:2]1[CH:10]=[C:9]([F:11])[CH:8]=[CH:7][C:3]=1[C:4]([NH:12][C:13]1[CH:18]=[CH:17][CH:16]=[C:15]([S:19](=[O:21])(=[O:20])[NH2:22])[CH:14]=1)=[O:5], predict the reactants needed to synthesize it. (4) Given the product [CH3:13][NH:12][CH2:11][CH:8]1[CH2:7][C:6]2[CH:5]=[CH:4][CH:3]=[C:2]([C:19]3[CH:18]=[CH:17][CH:16]=[C:15]([Cl:14])[CH:20]=3)[C:10]=2[O:9]1, predict the reactants needed to synthesize it. The reactants are: Br[C:2]1[C:10]2[O:9][CH:8]([CH2:11][NH:12][CH3:13])[CH2:7][C:6]=2[CH:5]=[CH:4][CH:3]=1.[Cl:14][C:15]1[CH:16]=[C:17](B(O)O)[CH:18]=[CH:19][CH:20]=1. (5) Given the product [CH:1]1([C:4]([C:6]2[C:7]([Cl:13])=[N:8][CH:9]=[N:10][C:11]=2[Cl:12])=[O:5])[CH2:2][CH2:3]1, predict the reactants needed to synthesize it. The reactants are: [CH:1]1([CH:4]([C:6]2[C:7]([Cl:13])=[N:8][CH:9]=[N:10][C:11]=2[Cl:12])[OH:5])[CH2:3][CH2:2]1. (6) The reactants are: [CH3:1][C:2]1[N:7]=[C:6]([NH2:8])[C:5]([NH2:9])=[CH:4][CH:3]=1.[CH:10]([CH:12]=O)=O. Given the product [CH3:1][C:2]1[CH:3]=[CH:4][C:5]2[C:6]([N:7]=1)=[N:8][CH:10]=[CH:12][N:9]=2, predict the reactants needed to synthesize it.